This data is from Forward reaction prediction with 1.9M reactions from USPTO patents (1976-2016). The task is: Predict the product of the given reaction. Given the reactants [Cl:1][C:2]1[CH:7]=[CH:6][C:5]([C:8]2[N:12]([C:13]3[CH:18]=[CH:17][C:16]([Cl:19])=[CH:15][C:14]=3[Cl:20])[N:11]=[C:10]([C:21]([OH:23])=O)[CH:9]=2)=[CH:4][CH:3]=1.C([NH:31][CH2:32][CH:33]([O:37][CH2:38][CH3:39])[O:34][CH2:35][CH3:36])C1C=CC=CC=1.Cl.CN(C)CCCN=C=NCC.C(N(C(C)C)CC)(C)C, predict the reaction product. The product is: [CH2:35]([O:34][CH:33]([O:37][CH2:38][CH3:39])[CH2:32][NH:31][C:21]([C:10]1[CH:9]=[C:8]([C:5]2[CH:6]=[CH:7][C:2]([Cl:1])=[CH:3][CH:4]=2)[N:12]([C:13]2[CH:18]=[CH:17][C:16]([Cl:19])=[CH:15][C:14]=2[Cl:20])[N:11]=1)=[O:23])[CH3:36].